From a dataset of Reaction yield outcomes from USPTO patents with 853,638 reactions. Predict the reaction yield, written as a fraction of the theoretical maximum amount of product (1.0 means a 100% yield; for example, 0.34 means a 34% yield). (1) The catalyst is [Cu]I.CCCCCC.C(OCC)(=O)C.CC(O)C. The product is [C:16]1([N:9]2[CH2:14][CH2:13][CH2:12][CH2:11][CH2:10]2)[CH:21]=[CH:20][CH:19]=[CH:18][CH:17]=1. The yield is 0.800. The reactants are [O-]P([O-])([O-])=O.[K+].[K+].[K+].[NH:9]1[CH2:14][CH2:13][CH2:12][CH2:11][CH2:10]1.I[C:16]1[CH:21]=[CH:20][CH:19]=[CH:18][CH:17]=1.C(O)CO. (2) The reactants are CS(C)=O.[F:5][C:6]1[CH:24]=[CH:23][C:9]([CH2:10][O:11][C:12]2[CH:17]=[CH:16][C:15](/[CH:18]=[CH:19]/[N+:20]([O-:22])=[O:21])=[CH:14][N:13]=2)=[CH:8][CH:7]=1.C(O)(=O)C.[BH4-].[Na+]. The catalyst is O. The product is [F:5][C:6]1[CH:7]=[CH:8][C:9]([CH2:10][O:11][C:12]2[CH:17]=[CH:16][C:15]([CH2:18][CH2:19][N+:20]([O-:22])=[O:21])=[CH:14][N:13]=2)=[CH:23][CH:24]=1. The yield is 0.300. (3) The reactants are [F:1][C:2]1[CH:10]=[CH:9][C:8]([N+:11]([O-:13])=[O:12])=[CH:7][C:3]=1[C:4]([OH:6])=[O:5].[CH3:14]O. The catalyst is Cl. The product is [F:1][C:2]1[CH:10]=[CH:9][C:8]([N+:11]([O-:13])=[O:12])=[CH:7][C:3]=1[C:4]([O:6][CH3:14])=[O:5]. The yield is 0.990. (4) The reactants are [N:1]1([C:6](=[O:11])[C:7]([F:10])([F:9])[F:8])[CH2:5][CH:4]=[CH:3][CH2:2]1.[OH2:12].C[N+]1([O-])CC[O:17]CC1.Cl. The catalyst is CC(C)=O.O.O=[Os](=O)(=O)=O. The product is [OH:12][C@H:3]1[C@@H:4]([OH:17])[CH2:5][N:1]([C:6](=[O:11])[C:7]([F:9])([F:10])[F:8])[CH2:2]1. The yield is 0.780.